This data is from Aqueous solubility values for 9,982 compounds from the AqSolDB database. The task is: Regression/Classification. Given a drug SMILES string, predict its absorption, distribution, metabolism, or excretion properties. Task type varies by dataset: regression for continuous measurements (e.g., permeability, clearance, half-life) or binary classification for categorical outcomes (e.g., BBB penetration, CYP inhibition). For this dataset (solubility_aqsoldb), we predict Y. (1) The molecule is C=CCN(CC=C)c1cc(NC(C)=O)c(N=Nc2c(Br)cc([N+](=O)[O-])cc2[N+](=O)[O-])cc1OC. The Y is -7.01 log mol/L. (2) The drug is CC(=O)c1ccc(O[C@@H]2O[C@H](CO)[C@@H](O)[C@H](O)[C@H]2O)cc1. The Y is -1.17 log mol/L. (3) The drug is ClC(Cl)Cl. The Y is -1.17 log mol/L. (4) The molecule is Cc1ccccc1CCl. The Y is -3.08 log mol/L. (5) The compound is OCc1ccncc1. The Y is 0.962 log mol/L. (6) The molecule is C[Si](C)(C)O[Si](C)(C)O[Si](C)(C)O[Si](C)(C)C. The Y is -7.66 log mol/L. (7) The Y is -8.09 log mol/L. The compound is O=C(NC(=O)c1c(F)cccc1F)Nc1ccc(Oc2ccc(C(F)(F)F)cc2Cl)cc1F. (8) The molecule is NC1CN(c2cc3c(cc2F)c(=O)c(C(=O)O)cn3C2CC2)C1. The Y is -5.32 log mol/L.